Dataset: Peptide-MHC class I binding affinity with 185,985 pairs from IEDB/IMGT. Task: Regression. Given a peptide amino acid sequence and an MHC pseudo amino acid sequence, predict their binding affinity value. This is MHC class I binding data. The peptide sequence is KEKGGLEGM. The MHC is HLA-B42:01 with pseudo-sequence HLA-B42:01. The binding affinity (normalized) is 0.507.